Dataset: Full USPTO retrosynthesis dataset with 1.9M reactions from patents (1976-2016). Task: Predict the reactants needed to synthesize the given product. (1) Given the product [F:14][C:13]([F:16])([F:15])[C:12]([CH:3]1[CH2:4][CH:5]2[CH:1]([CH2:6]2)[C:2]1=[O:7])=[O:11], predict the reactants needed to synthesize it. The reactants are: [CH:1]12[CH2:6][CH:5]1[CH2:4][CH2:3][C:2]2=[O:7].C([O:11][CH2:12][C:13]([F:16])([F:15])[F:14])(=O)C. (2) The reactants are: [N+:1](=[C:3]([C:8](=O)[CH2:9][CH2:10][CH2:11][CH2:12][O:13][CH3:14])[C:4]([O:6][CH3:7])=[O:5])=[N-].[C:16]1([NH:22][C:23](N)=[O:24])[CH:21]=[CH:20][CH:19]=[CH:18][CH:17]=1.ClCCCl.FC(F)(F)C(O)=O. Given the product [CH3:14][O:13][CH2:12][CH2:11][CH2:10][CH2:9][C:8]1[N:22]([C:16]2[CH:21]=[CH:20][CH:19]=[CH:18][CH:17]=2)[C:23](=[O:24])[NH:1][C:3]=1[C:4]([O:6][CH3:7])=[O:5], predict the reactants needed to synthesize it.